From a dataset of Forward reaction prediction with 1.9M reactions from USPTO patents (1976-2016). Predict the product of the given reaction. Given the reactants Br[C:2]1[CH:3]=[CH:4][CH:5]=[C:6]2[C:10]=1[CH:9]([NH:11][C:12]1[CH:17]=[CH:16][CH:15]=[CH:14][CH:13]=1)[CH2:8][CH2:7]2.C1COCC1.[Li]CCCC.[Li]C(C)(C)C.C(O[B:37]1[O:41][C:40]([CH3:43])([CH3:42])[C:39]([CH3:45])([CH3:44])[O:38]1)(C)C, predict the reaction product. The product is: [C:12]1([NH:11][CH:9]2[C:10]3[C:6](=[CH:5][CH:4]=[CH:3][C:2]=3[B:37]3[O:41][C:40]([CH3:43])([CH3:42])[C:39]([CH3:45])([CH3:44])[O:38]3)[CH2:7][CH2:8]2)[CH:17]=[CH:16][CH:15]=[CH:14][CH:13]=1.